Dataset: Reaction yield outcomes from USPTO patents with 853,638 reactions. Task: Predict the reaction yield, written as a fraction of the theoretical maximum amount of product (1.0 means a 100% yield; for example, 0.34 means a 34% yield). (1) The reactants are C[O:2][C:3](=[O:41])[CH2:4][CH2:5][C:6]1[C:11]([CH2:12][CH2:13][CH2:14][CH2:15][CH2:16][CH2:17][O:18][C:19]2[CH:24]=[C:23]([OH:25])[C:22]([C:26](=[O:28])[CH3:27])=[CH:21][C:20]=2[CH2:29][CH3:30])=[CH:10][CH:9]=[CH:8][C:7]=1[O:31][CH2:32][CH2:33][CH2:34][CH2:35][CH2:36][C:37]([O:39]C)=[O:38].O.[OH-].[Li+]. The catalyst is O1CCCC1.O. The product is [C:37]([CH2:36][CH2:35][CH2:34][CH2:33][CH2:32][O:31][C:7]1[CH:8]=[CH:9][CH:10]=[C:11]([CH2:12][CH2:13][CH2:14][CH2:15][CH2:16][CH2:17][O:18][C:19]2[CH:24]=[C:23]([OH:25])[C:22]([C:26](=[O:28])[CH3:27])=[CH:21][C:20]=2[CH2:29][CH3:30])[C:6]=1[CH2:5][CH2:4][C:3]([OH:41])=[O:2])([OH:39])=[O:38]. The yield is 1.00. (2) The reactants are [Cl:1][C:2]1[C:3]([C:26]2[CH:31]=[CH:30][C:29]([O:32][CH3:33])=[CH:28][CH:27]=2)=[C:4]2[C:18]3[CH2:19][CH2:20][CH:21]([C:23](O)=[O:24])[CH2:22][C:17]=3[S:16][C:5]2=[N:6][C:7]=1[CH2:8][N:9]1[C:13](=[O:14])[CH2:12][CH2:11][C:10]1=[O:15].[NH:34]1[CH2:39][CH2:38][O:37][CH2:36][CH2:35]1.Cl.CN(C)CCCN=C=NCC.CN(C=O)C. The catalyst is O. The product is [Cl:1][C:2]1[C:3]([C:26]2[CH:31]=[CH:30][C:29]([O:32][CH3:33])=[CH:28][CH:27]=2)=[C:4]2[C:18]3[CH2:19][CH2:20][CH:21]([C:23]([N:34]4[CH2:39][CH2:38][O:37][CH2:36][CH2:35]4)=[O:24])[CH2:22][C:17]=3[S:16][C:5]2=[N:6][C:7]=1[CH2:8][N:9]1[C:13](=[O:14])[CH2:12][CH2:11][C:10]1=[O:15]. The yield is 0.920. (3) The reactants are N(C(OCC)=O)=NC(OCC)=O.[Cl:13][C:14]1[CH:33]=[CH:32][C:17]([NH:18][C:19]2[C:28]3[C:23](=[CH:24][C:25]([OH:31])=[C:26]([O:29][CH3:30])[CH:27]=3)[N:22]=[CH:21][N:20]=2)=[C:16]([F:34])[CH:15]=1.C1(P(C2C=CC=CC=2)C2C=CC=CC=2)C=CC=CC=1.O[CH2:55][CH2:56][CH2:57][N:58]1[CH2:62][CH2:61][CH2:60][C:59]1=[O:63]. The catalyst is C(Cl)Cl. The product is [ClH:13].[Cl:13][C:14]1[CH:33]=[CH:32][C:17]([NH:18][C:19]2[C:28]3[C:23](=[CH:24][C:25]([O:31][CH2:55][CH2:56][CH2:57][N:58]4[CH2:62][CH2:61][CH2:60][C:59]4=[O:63])=[C:26]([O:29][CH3:30])[CH:27]=3)[N:22]=[CH:21][N:20]=2)=[C:16]([F:34])[CH:15]=1. The yield is 0.700. (4) The reactants are [F:1][C:2]1[CH:16]=[CH:15][C:5]2[N:6]=[N:7][N:8]([CH2:11][C:12]([OH:14])=O)[C:9](=[O:10])[C:4]=2[CH:3]=1.[C:17]1([CH3:26])[CH:22]=[CH:21][C:20]([C@@H:23]([NH2:25])[CH3:24])=[CH:19][CH:18]=1. No catalyst specified. The product is [F:1][C:2]1[CH:16]=[CH:15][C:5]2[N:6]=[N:7][N:8]([CH2:11][C:12]([NH:25][C@H:23]([C:20]3[CH:21]=[CH:22][C:17]([CH3:26])=[CH:18][CH:19]=3)[CH3:24])=[O:14])[C:9](=[O:10])[C:4]=2[CH:3]=1. The yield is 0.770. (5) The reactants are [Cl-].O[NH3+:3].[C:4](=[O:7])([O-])[OH:5].[Na+].CS(C)=O.[CH2:13]([C:15]1[N:16]([C:40]2[CH:45]=[CH:44][C:43]([O:46][CH:47]([CH3:49])[CH3:48])=[C:42]([F:50])[CH:41]=2)[C:17](=[O:39])[C:18]([CH2:24][C:25]2[CH:30]=[CH:29][C:28]([C:31]3[C:32]([C:37]#[N:38])=[CH:33][CH:34]=[CH:35][CH:36]=3)=[CH:27][CH:26]=2)=[C:19]([CH2:21][CH2:22][CH3:23])[N:20]=1)[CH3:14]. The catalyst is O. The product is [CH2:13]([C:15]1[N:16]([C:40]2[CH:45]=[CH:44][C:43]([O:46][CH:47]([CH3:48])[CH3:49])=[C:42]([F:50])[CH:41]=2)[C:17](=[O:39])[C:18]([CH2:24][C:25]2[CH:26]=[CH:27][C:28]([C:31]3[CH:36]=[CH:35][CH:34]=[CH:33][C:32]=3[C:37]3[NH:3][C:4](=[O:7])[O:5][N:38]=3)=[CH:29][CH:30]=2)=[C:19]([CH2:21][CH2:22][CH3:23])[N:20]=1)[CH3:14]. The yield is 0.480. (6) The reactants are [F:1][C:2]1[CH:10]=[CH:9][C:5]([C:6]([OH:8])=[O:7])=[C:4]([CH3:11])[CH:3]=1.[C:12](=O)([O-])[O-].[Cs+].[Cs+].IC. The catalyst is C1COCC1. The product is [F:1][C:2]1[CH:10]=[CH:9][C:5]([C:6]([O:8][CH3:12])=[O:7])=[C:4]([CH3:11])[CH:3]=1. The yield is 0.870. (7) The catalyst is ClCCCl. The product is [OH:2][C:3]1[CH:4]=[C:5]2[C:9](=[CH:10][CH:11]=1)[C:8](=[O:12])[O:7][C:6]2([CH3:14])[CH3:13]. The yield is 0.950. The reactants are C[O:2][C:3]1[CH:4]=[C:5]2[C:9](=[CH:10][CH:11]=1)[C:8](=[O:12])[O:7][C:6]2([CH3:14])[CH3:13].B(Br)(Br)Br.ClCCl. (8) The catalyst is ClCCl.CN(C)C=O.C(OCC)(=O)C. The reactants are [C:1]([C:3]1[CH:4]=[C:5]2[C:10](=[CH:11][C:12]=1[O:13][C:14]1[CH:22]=[CH:21][C:17]([C:18](O)=[O:19])=[CH:16][CH:15]=1)[O:9][CH2:8][CH2:7][CH:6]2[C:23]([O:25][CH3:26])=[O:24])#[N:2].C(Cl)(=O)C(Cl)=O.[F:33][C:34]([F:43])([F:42])[C:35]1[CH:36]=[C:37]([CH:39]=[CH:40][CH:41]=1)[NH2:38].C(N(CC)CC)C. The product is [C:1]([C:3]1[CH:4]=[C:5]2[C:10](=[CH:11][C:12]=1[O:13][C:14]1[CH:15]=[CH:16][C:17]([C:18](=[O:19])[NH:38][C:37]3[CH:39]=[CH:40][CH:41]=[C:35]([C:34]([F:33])([F:42])[F:43])[CH:36]=3)=[CH:21][CH:22]=1)[O:9][CH2:8][CH2:7][CH:6]2[C:23]([O:25][CH3:26])=[O:24])#[N:2]. The yield is 0.270. (9) The reactants are S(Cl)([Cl:3])=O.O[CH2:6][CH2:7][O:8][C:9]1[CH:14]=[CH:13][N:12]=[CH:11][CH:10]=1. The catalyst is ClC(Cl)Cl. The product is [ClH:3].[Cl:3][CH2:6][CH2:7][O:8][C:9]1[CH:14]=[CH:13][N:12]=[CH:11][CH:10]=1. The yield is 1.00. (10) The reactants are [S:1]1[C:5]([NH:6][C:7]2[CH:12]=[C:11](Cl)[N:10]=[C:9]([S:14][C:15]3[CH:20]=[CH:19][C:18]([NH:21][C:22](=[O:28])[CH2:23][C:24]([F:27])([F:26])[F:25])=[CH:17][CH:16]=3)[N:8]=2)=[N:4][CH:3]=[N:2]1.Cl.[CH:30]1([C:33]2([F:37])[CH2:36][NH:35][CH2:34]2)[CH2:32][CH2:31]1.CCN(C(C)C)C(C)C. The catalyst is O1CCOCC1. The product is [S:1]1[C:5]([NH:6][C:7]2[CH:12]=[C:11]([N:35]3[CH2:36][C:33]([CH:30]4[CH2:32][CH2:31]4)([F:37])[CH2:34]3)[N:10]=[C:9]([S:14][C:15]3[CH:20]=[CH:19][C:18]([NH:21][C:22](=[O:28])[CH2:23][C:24]([F:27])([F:26])[F:25])=[CH:17][CH:16]=3)[N:8]=2)=[N:4][CH:3]=[N:2]1. The yield is 0.200.